Dataset: Catalyst prediction with 721,799 reactions and 888 catalyst types from USPTO. Task: Predict which catalyst facilitates the given reaction. (1) Reactant: ClC(Cl)(O[C:5](=[O:11])OC(Cl)(Cl)Cl)Cl.[CH3:13][N:14]1[CH:19]2[CH2:20][CH2:21][CH:15]1[CH2:16][CH:17]([O:22][C:23]1[N:28]=[C:27]([N:29]3[CH2:34][CH2:33][O:32][CH2:31][CH2:30]3)[N:26]=[C:25]([C:35]3[CH:40]=[CH:39][C:38]([NH2:41])=[CH:37][CH:36]=3)[N:24]=1)[CH2:18]2.[NH2:42][C:43]1[CH:48]=[CH:47][N:46]=[CH:45][CH:44]=1.CCN(CC)CC. Product: [CH3:13][N:14]1[CH:15]2[CH2:21][CH2:20][CH:19]1[CH2:18][CH:17]([O:22][C:23]1[N:28]=[C:27]([N:29]3[CH2:30][CH2:31][O:32][CH2:33][CH2:34]3)[N:26]=[C:25]([C:35]3[CH:36]=[CH:37][C:38]([NH:41][C:5]([NH:42][C:43]4[CH:48]=[CH:47][N:46]=[CH:45][CH:44]=4)=[O:11])=[CH:39][CH:40]=3)[N:24]=1)[CH2:16]2. The catalyst class is: 2. (2) Reactant: [F:1][C:2]1[CH:3]=[C:4]([CH2:9][C@H:10]([NH:14][C:15](=[O:21])[O:16][C:17]([CH3:20])([CH3:19])[CH3:18])[C@H:11]2[CH2:13][O:12]2)[CH:5]=[C:6]([F:8])[CH:7]=1.Cl.[CH:23]([C:26]1[CH:27]=[C:28]([CH:31]=[CH:32][CH:33]=1)[CH2:29][NH2:30])([CH3:25])[CH3:24]. Product: [F:1][C:2]1[CH:3]=[C:4]([CH:5]=[C:6]([F:8])[CH:7]=1)[CH2:9][C@H:10]([NH:14][C:15](=[O:21])[O:16][C:17]([CH3:20])([CH3:19])[CH3:18])[C@H:11]([OH:12])[CH2:13][NH:30][CH2:29][C:28]1[CH:31]=[CH:32][CH:33]=[C:26]([CH:23]([CH3:25])[CH3:24])[CH:27]=1. The catalyst class is: 32. (3) Reactant: [NH2:1][C:2]1[CH:7]=[CH:6][CH:5]=[CH:4][N:3]=1.[F:8][CH:9]([F:13])[C:10](O)=[O:11].CCN=C=NCCCN(C)C.Cl. Product: [F:8][CH:9]([F:13])[C:10]([N:1]=[C:2]1[CH:7]=[CH:6][CH:5]=[CH:4][NH:3]1)=[O:11]. The catalyst class is: 154. (4) Reactant: [N:1]1([C:7]2[CH:8]=[C:9]([CH:13]=[C:14]([C:16]([F:19])([F:18])[F:17])[CH:15]=2)C(O)=O)[CH2:6][CH2:5][O:4][CH2:3][CH2:2]1.C([N:22]([CH2:25]C)CC)C.C1(P(N=[N+]=[N-])(C2C=CC=CC=2)=[O:34])C=CC=CC=1.[Cl:44][C:45]1[CH:51]=[C:50]([O:52][C:53]2[C:54]3[N:61]([CH3:62])[CH:60]=[CH:59][C:55]=3[N:56]=[CH:57][N:58]=2)[CH:49]=[CH:48][C:46]=1[NH2:47]. Product: [Cl:44][C:45]1[CH:51]=[C:50]([O:52][C:53]2[C:54]3[N:61]([CH3:62])[CH:60]=[CH:59][C:55]=3[N:56]=[CH:57][N:58]=2)[CH:49]=[CH:48][C:46]=1[NH:47][C:25]([NH:22][C:9]1[CH:13]=[C:14]([C:16]([F:17])([F:18])[F:19])[CH:15]=[C:7]([N:1]2[CH2:2][CH2:3][O:4][CH2:5][CH2:6]2)[CH:8]=1)=[O:34]. The catalyst class is: 93. (5) Reactant: [F:1][C:2]1([F:18])[O:6][C:5]2[CH:7]=[CH:8][C:9]([N:11]3[CH2:15][C:14](=[CH2:16])[S:13][C:12]3=[NH:17])=[CH:10][C:4]=2[O:3]1.[C:19](N1C=CN=C1)([N:21]1[CH:25]=[CH:24][N:23]=[CH:22]1)=[O:20]. Product: [F:18][C:2]1([F:1])[O:6][C:5]2[CH:7]=[CH:8][C:9]([N:11]3[CH2:15][C:14](=[CH2:16])[S:13]/[C:12]/3=[N:17]\[C:19]([N:21]3[CH:25]=[CH:24][N:23]=[CH:22]3)=[O:20])=[CH:10][C:4]=2[O:3]1. The catalyst class is: 291.